From a dataset of Full USPTO retrosynthesis dataset with 1.9M reactions from patents (1976-2016). Predict the reactants needed to synthesize the given product. (1) Given the product [CH2:17]([O:1][CH2:2][CH2:3][O:4][CH2:5][CH2:6][NH:7][C:8](=[O:14])[O:9][C:10]([CH3:11])([CH3:13])[CH3:12])[CH3:18], predict the reactants needed to synthesize it. The reactants are: [OH:1][CH2:2][CH2:3][O:4][CH2:5][CH2:6][NH:7][C:8](=[O:14])[O:9][C:10]([CH3:13])([CH3:12])[CH3:11].[H-].[Na+].[CH2:17](I)[CH3:18]. (2) Given the product [CH:1]1([NH:4][C:8]([C:10]2[N:14]([CH2:15][CH3:16])[N:13]=[CH:12][C:11]=2[CH2:17][N:18]2[CH2:19][CH:20]3[CH2:25][N:24]([C:26]([O:28][CH:29]([C:30]([F:31])([F:32])[F:33])[C:34]([F:35])([F:36])[F:37])=[O:27])[CH2:23][CH:21]3[CH2:22]2)=[O:7])[CH2:3][CH2:2]1, predict the reactants needed to synthesize it. The reactants are: [CH:1]1([NH2:4])[CH2:3][CH2:2]1.C([O:7][C:8]([C:10]1[N:14]([CH2:15][CH3:16])[N:13]=[CH:12][C:11]=1[CH2:17][N:18]1[CH2:22][CH:21]2[CH2:23][N:24]([C:26]([O:28][CH:29]([C:34]([F:37])([F:36])[F:35])[C:30]([F:33])([F:32])[F:31])=[O:27])[CH2:25][CH:20]2[CH2:19]1)=O)C. (3) Given the product [N:31]1[CH:36]=[CH:35][CH:34]=[C:33]([CH2:37][CH2:38][CH2:39][N:5]2[C:1](=[O:11])[C:2]3[C:3](=[CH:7][CH:8]=[CH:9][CH:10]=3)[C:4]2=[O:6])[CH:32]=1, predict the reactants needed to synthesize it. The reactants are: [C:1]1(=[O:11])[NH:5][C:4](=[O:6])[C:3]2=[CH:7][CH:8]=[CH:9][CH:10]=[C:2]12.C1C=CC(P(C2C=CC=CC=2)C2C=CC=CC=2)=CC=1.[N:31]1[CH:36]=[CH:35][CH:34]=[C:33]([CH2:37][CH2:38][CH2:39]O)[CH:32]=1.N(C(OCC)=O)=NC(OCC)=O. (4) Given the product [O:26]1[C:27]2[CH:33]=[CH:32][CH:31]=[CH:30][C:28]=2[N:29]=[C:25]1[NH:23][C:10]1[CH:11]=[CH:12][C:13]([O:14][CH2:15][CH2:16][N:17]2[CH2:18][CH2:19][CH2:20][CH2:21][CH2:22]2)=[C:8]([C:3]2[N:4]([CH3:7])[N:5]=[CH:6][C:2]=2[Br:1])[CH:9]=1, predict the reactants needed to synthesize it. The reactants are: [Br:1][C:2]1[CH:6]=[N:5][N:4]([CH3:7])[C:3]=1[C:8]1[CH:9]=[C:10]([NH2:23])[CH:11]=[CH:12][C:13]=1[O:14][CH2:15][CH2:16][N:17]1[CH2:22][CH2:21][CH2:20][CH2:19][CH2:18]1.Cl[C:25]1[O:26][C:27]2[CH:33]=[CH:32][CH:31]=[CH:30][C:28]=2[N:29]=1.CCN(C(C)C)C(C)C. (5) Given the product [F:1][C:2]1[CH:25]=[CH:24][CH:23]=[CH:22][C:3]=1[CH2:4][N:5]1[C:9]2=[N:10][C:11]([C:14]([F:17])([F:15])[F:16])=[CH:12][CH:13]=[C:8]2[C:7]([C:18]2[N:19]=[N:20][C:32]([C:27]([CH3:38])([CH3:26])[C:28]([O:30][CH3:31])=[O:29])=[C:33]([OH:34])[N:21]=2)=[N:6]1, predict the reactants needed to synthesize it. The reactants are: [F:1][C:2]1[CH:25]=[CH:24][CH:23]=[CH:22][C:3]=1[CH2:4][N:5]1[C:9]2=[N:10][C:11]([C:14]([F:17])([F:16])[F:15])=[CH:12][CH:13]=[C:8]2[C:7]([C:18](=[NH:21])[NH:19][NH2:20])=[N:6]1.[CH3:26][C:27]([CH3:38])([C:32](=O)[C:33](OC)=[O:34])[C:28]([O:30][CH3:31])=[O:29]. (6) Given the product [CH:14]1([C:10]2[N:6]3[C:7](=[O:9])[CH:8]=[C:3]([CH2:2][N:30]([CH2:28][CH3:29])[C:31]4[CH:36]=[CH:35][C:34]([F:37])=[CH:33][CH:32]=4)[N:4]=[C:5]3[S:12][C:11]=2[CH3:13])[CH2:19][CH2:18][CH2:17][CH2:16][CH2:15]1, predict the reactants needed to synthesize it. The reactants are: Cl[CH2:2][C:3]1[N:4]=[C:5]2[S:12][C:11]([CH3:13])=[C:10]([CH:14]3[CH2:19][CH2:18][CH2:17][CH2:16][CH2:15]3)[N:6]2[C:7](=[O:9])[CH:8]=1.C(=O)([O-])[O-].[K+].[K+].[I-].[K+].[CH2:28]([NH:30][C:31]1[CH:36]=[CH:35][C:34]([F:37])=[CH:33][CH:32]=1)[CH3:29]. (7) Given the product [C:18]1([C:17]2[C:10]3[C:9]([NH:8][CH2:7][CH2:6][C:5]4[CH:30]=[CH:31][C:2]([NH:1][C:39]([NH:38][C:32]5[CH:37]=[CH:36][CH:35]=[CH:34][CH:33]=5)=[O:40])=[CH:3][CH:4]=4)=[N:14][CH:13]=[N:12][C:11]=3[O:15][C:16]=2[C:24]2[CH:25]=[CH:26][CH:27]=[CH:28][CH:29]=2)[CH:23]=[CH:22][CH:21]=[CH:20][CH:19]=1, predict the reactants needed to synthesize it. The reactants are: [NH2:1][C:2]1[CH:31]=[CH:30][C:5]([CH2:6][CH2:7][NH:8][C:9]2[C:10]3[C:17]([C:18]4[CH:23]=[CH:22][CH:21]=[CH:20][CH:19]=4)=[C:16]([C:24]4[CH:29]=[CH:28][CH:27]=[CH:26][CH:25]=4)[O:15][C:11]=3[N:12]=[CH:13][N:14]=2)=[CH:4][CH:3]=1.[C:32]1([N:38]=[C:39]=[O:40])[CH:37]=[CH:36][CH:35]=[CH:34][CH:33]=1. (8) Given the product [CH3:1][N:2]1[CH2:8][C:7]2[CH:9]=[C:10]([C:23]3[C:31]4[C:26](=[CH:27][CH:28]=[C:29]([NH:32][C:33](=[O:45])[CH:34]([N:40]5[CH2:44][CH2:43][CH2:42][CH2:41]5)[C:35]5[CH:39]=[CH:38][S:37][CH:36]=5)[CH:30]=4)[NH:25][N:24]=3)[CH:11]=[CH:12][C:6]=2[O:5][CH2:4][CH2:3]1, predict the reactants needed to synthesize it. The reactants are: [CH3:1][N:2]1[CH2:8][C:7]2[CH:9]=[C:10](B3OC(C)(C)C(C)(C)O3)[CH:11]=[CH:12][C:6]=2[O:5][CH2:4][CH2:3]1.I[C:23]1[C:31]2[C:26](=[CH:27][CH:28]=[C:29]([NH:32][C:33](=[O:45])[CH:34]([N:40]3[CH2:44][CH2:43][CH2:42][CH2:41]3)[C:35]3[CH:39]=[CH:38][S:37][CH:36]=3)[CH:30]=2)[NH:25][N:24]=1.[Li+].[Cl-].C([O-])([O-])=O.[Na+].[Na+].